Dataset: Full USPTO retrosynthesis dataset with 1.9M reactions from patents (1976-2016). Task: Predict the reactants needed to synthesize the given product. (1) Given the product [Cl:1][C:2]1[CH:7]=[CH:6][C:5]([N+:8]([O-:10])=[O:9])=[CH:4][C:3]=1[S:11]([N:25]1[CH2:24][CH2:23][N:22]([C:15]([O:17][C:18]([CH3:21])([CH3:20])[CH3:19])=[O:16])[CH2:27][CH2:26]1)(=[O:13])=[O:12], predict the reactants needed to synthesize it. The reactants are: [Cl:1][C:2]1[CH:7]=[CH:6][C:5]([N+:8]([O-:10])=[O:9])=[CH:4][C:3]=1[S:11](Cl)(=[O:13])=[O:12].[C:15]([N:22]1[CH2:27][CH2:26][NH:25][CH2:24][CH2:23]1)([O:17][C:18]([CH3:21])([CH3:20])[CH3:19])=[O:16].C(N(CC)C(C)C)(C)C. (2) Given the product [Cl:21][C:19]1[CH:20]=[C:15]([NH:14][S:10]([CH2:9][C:4]2[CH:5]=[CH:6][C:7]([Cl:8])=[C:2]([Cl:1])[CH:3]=2)(=[O:12])=[O:11])[C:16]([OH:22])=[N:17][CH:18]=1, predict the reactants needed to synthesize it. The reactants are: [Cl:1][C:2]1[CH:3]=[C:4]([CH2:9][S:10](Cl)(=[O:12])=[O:11])[CH:5]=[CH:6][C:7]=1[Cl:8].[NH2:14][C:15]1[C:16]([O:22]C)=[N:17][CH:18]=[C:19]([Cl:21])[CH:20]=1. (3) Given the product [C:1]([O:9][CH2:10][CH2:16][CH2:15][CH2:14][O:13][CH:11]=[CH2:12])(=[O:8])/[CH:2]=[CH:3]/[C:4]([O:6][CH2:7][CH2:16][CH2:15][CH2:14][O:13][CH:11]=[CH2:12])=[O:5], predict the reactants needed to synthesize it. The reactants are: [C:1]([O:9][CH3:10])(=[O:8])/[CH:2]=[CH:3]/[C:4]([O:6][CH3:7])=[O:5].[CH:11]([O:13][CH2:14][CH2:15][CH2:16]CO)=[CH2:12]. (4) Given the product [S:1]1[CH:5]=[C:4]([CH:6]([N:10]([CH3:17])[C:11]2[CH:16]=[CH:15][CH:14]=[CH:13][CH:12]=2)[C:7]([O:9][C@@H:24]2[CH:25]3[CH2:28][CH2:29][N:22]([CH2:27][CH2:26]3)[CH2:23]2)=[O:8])[C:3]2[CH:18]=[CH:19][CH:20]=[CH:21][C:2]1=2, predict the reactants needed to synthesize it. The reactants are: [S:1]1[CH:5]=[C:4]([CH:6]([N:10]([CH3:17])[C:11]2[CH:16]=[CH:15][CH:14]=[CH:13][CH:12]=2)[C:7]([OH:9])=[O:8])[C:3]2[CH:18]=[CH:19][CH:20]=[CH:21][C:2]1=2.[N:22]12[CH2:29][CH2:28][CH:25]([CH2:26][CH2:27]1)[C@@H:24](O)[CH2:23]2.C1CCC(N=C=NC2CCCCC2)CC1.C1C=CC2N(O)N=NC=2C=1. (5) Given the product [CH3:43][O:44][C:2]1[C:3]([C:29]([O:31][CH3:32])=[O:30])=[CH:4][C:5]([O:8][C@@H:9]2[CH2:14][CH2:13][C@@H:12]([CH3:15])[N:11]([C:16]([C:18]3[CH:23]=[CH:22][CH:21]=[CH:20][C:19]=3[N:24]3[N:28]=[CH:27][CH:26]=[N:25]3)=[O:17])[CH2:10]2)=[N:6][CH:7]=1, predict the reactants needed to synthesize it. The reactants are: Br[C:2]1[C:3]([C:29]([O:31][CH3:32])=[O:30])=[CH:4][C:5]([O:8][C@@H:9]2[CH2:14][CH2:13][C@@H:12]([CH3:15])[N:11]([C:16]([C:18]3[CH:23]=[CH:22][CH:21]=[CH:20][C:19]=3[N:24]3[N:28]=[CH:27][CH:26]=[N:25]3)=[O:17])[CH2:10]2)=[N:6][CH:7]=1.CNC1CCCCC1NC.[C:43](=O)([O-])[O-:44].[Cs+].[Cs+].IC. (6) Given the product [Cl:12][C:10]1[C:9]2[C:4](=[CH:5][C:6]([O:13][CH3:14])=[CH:7][CH:8]=2)[N:3]=[C:2]([C:22]2[CH:23]=[CH:24][C:19]([O:18][CH:15]([CH3:17])[CH3:16])=[CH:20][CH:21]=2)[CH:11]=1, predict the reactants needed to synthesize it. The reactants are: Cl[C:2]1[CH:11]=[C:10]([Cl:12])[C:9]2[C:4](=[CH:5][C:6]([O:13][CH3:14])=[CH:7][CH:8]=2)[N:3]=1.[CH:15]([O:18][C:19]1[CH:24]=[CH:23][C:22](B(O)O)=[CH:21][CH:20]=1)([CH3:17])[CH3:16].C(=O)([O-])[O-].[K+].[K+]. (7) Given the product [C:16]([NH:24][C:25]1[CH:37]=[C:36](/[CH:38]=[CH:39]/[C:9]2[CH:5]=[CH:4][C:3]3[O:2][CH:1]=[CH:6][C:7]=3[CH:8]=2)[CH:35]=[CH:34][C:26]=1[C:27]([OH:29])=[O:28])(=[O:23])[C:17]1[CH:18]=[CH:19][CH:20]=[CH:21][CH:22]=1, predict the reactants needed to synthesize it. The reactants are: [CH:1]1[O:2][CH:3]=[CH:4][C:5]2[C:6]=1[CH:7]=[CH:8][CH:9]=2.C(=O)([O-])[O-].[Cs+].[Cs+].[C:16]([NH:24][C:25]1[CH:37]=[C:36]([CH:38]=[CH2:39])[CH:35]=[CH:34][C:26]=1[C:27]([O:29]C(C)(C)C)=[O:28])(=[O:23])[C:17]1[CH:22]=[CH:21][CH:20]=[CH:19][CH:18]=1.C(O)(=O)CC(CC(O)=O)(C(O)=O)O. (8) Given the product [I:1][C:2]1[CH:3]=[CH:4][C:5]([CH2:8][CH2:9][CH2:10][C:11]([O:13][CH3:19])=[O:12])=[CH:6][CH:7]=1, predict the reactants needed to synthesize it. The reactants are: [I:1][C:2]1[CH:7]=[CH:6][C:5]([CH2:8][CH2:9][CH2:10][C:11]([OH:13])=[O:12])=[CH:4][CH:3]=1.S(=O)(=O)(O)O.[CH3:19]O. (9) Given the product [F:1][C:2]1[CH:3]=[C:4]([C@H:10]2[CH2:14][CH2:13][CH2:12][N:11]2[C:15]2[CH:20]=[CH:19][N:18]3[N:21]=[CH:22][C:23]([C:24]([O:26][CH2:27][CH3:28])=[O:25])=[C:17]3[N:16]=2)[C:5](=[O:8])[NH:6][CH:7]=1, predict the reactants needed to synthesize it. The reactants are: [F:1][C:2]1[CH:3]=[C:4]([C@H:10]2[CH2:14][CH2:13][CH2:12][N:11]2[C:15]2[CH:20]=[CH:19][N:18]3[N:21]=[CH:22][C:23]([C:24]([O:26][CH2:27][CH3:28])=[O:25])=[C:17]3[N:16]=2)[C:5]([O:8]C)=[N:6][CH:7]=1.CC(O)=O.Br.